Dataset: Catalyst prediction with 721,799 reactions and 888 catalyst types from USPTO. Task: Predict which catalyst facilitates the given reaction. (1) Reactant: [N:1]1([C:7]([O:9][CH2:10][C:11]2[CH:16]=[CH:15][CH:14]=[CH:13][CH:12]=2)=[O:8])[CH2:6][CH2:5][NH:4][CH2:3][CH2:2]1.[CH3:17][C:18]1([CH3:27])[CH2:23][C:22](=O)[CH2:21][C:20]([CH3:26])([CH3:25])[NH:19]1.C(O[BH-](OC(=O)C)OC(=O)C)(=O)C.[Na+].C(=O)([O-])O.[Na+]. The catalyst class is: 4. Product: [CH3:17][C:18]1([CH3:27])[CH2:23][CH:22]([N:4]2[CH2:5][CH2:6][N:1]([C:7]([O:9][CH2:10][C:11]3[CH:16]=[CH:15][CH:14]=[CH:13][CH:12]=3)=[O:8])[CH2:2][CH2:3]2)[CH2:21][C:20]([CH3:26])([CH3:25])[NH:19]1. (2) Reactant: [CH2:1]([S:8][C:9]1[N:18]=[CH:17][C:16]2[CH2:15][CH2:14][CH2:13][C:12](=[O:19])[C:11]=2[N:10]=1)[C:2]1[CH:7]=[CH:6][CH:5]=[CH:4][CH:3]=1.[H-].[Na+].[O:22]=[C:23]([C:29]1[CH:34]=[CH:33][CH:32]=[CH:31][CH:30]=1)[C:24](OCC)=[O:25]. Product: [CH2:1]([S:8][C:9]1[N:18]=[CH:17][C:16]2[CH2:15][CH2:14][CH:13]([C:24](=[O:25])[C:23]([C:29]3[CH:34]=[CH:33][CH:32]=[CH:31][CH:30]=3)=[O:22])[C:12](=[O:19])[C:11]=2[N:10]=1)[C:2]1[CH:3]=[CH:4][CH:5]=[CH:6][CH:7]=1. The catalyst class is: 7. (3) Reactant: C(N(CC)CC)C.[B-](F)(F)(F)F.CN(C(ON1C(=O)CCC1=O)=[N+](C)C)C.[CH3:28][O:29][C:30]1[CH:35]=[CH:34][C:33]([C:36]2[CH:41]=[CH:40][N:39]=[C:38]3[NH:42][C:43]([C:45]4[CH:53]=[CH:52][C:48]([C:49](O)=[O:50])=[CH:47][CH:46]=4)=[N:44][C:37]=23)=[CH:32][CH:31]=1.[CH:54]([N:57]1[CH2:62][CH2:61][NH:60][CH2:59][CH2:58]1)([CH3:56])[CH3:55]. Product: [CH:54]([N:57]1[CH2:62][CH2:61][N:60]([C:49]([C:48]2[CH:52]=[CH:53][C:45]([C:43]3[NH:42][C:38]4=[N:39][CH:40]=[CH:41][C:36]([C:33]5[CH:32]=[CH:31][C:30]([O:29][CH3:28])=[CH:35][CH:34]=5)=[C:37]4[N:44]=3)=[CH:46][CH:47]=2)=[O:50])[CH2:59][CH2:58]1)([CH3:56])[CH3:55]. The catalyst class is: 3. (4) Reactant: O=C1[N:7]([CH2:8][C:9]2[CH:16]=[CH:15][C:12]([C:13]#[N:14])=[CH:11][CH:10]=2)[C:6]2[CH:17]=[CH:18][CH:19]=[CH:20][C:5]=2[C:4](=[O:21])O1.Cl.[Cl:23][C:24]1[CH:32]=[CH:31][C:27]([CH2:28][O:29][NH2:30])=[CH:26][CH:25]=1.C(N(C(C)C)C(C)C)C.O. Product: [Cl:23][C:24]1[CH:32]=[CH:31][C:27]([CH2:28][O:29][NH:30][C:4](=[O:21])[C:5]2[CH:20]=[CH:19][CH:18]=[CH:17][C:6]=2[NH:7][CH2:8][C:9]2[CH:10]=[CH:11][C:12]([C:13]#[N:14])=[CH:15][CH:16]=2)=[CH:26][CH:25]=1. The catalyst class is: 3. (5) Reactant: [CH:1]1([CH:4]=[C:5]2[CH2:9][C:8](=[O:10])[CH:7]([C:11]3[C:16]([CH3:17])=[CH:15][C:14]([CH3:18])=[CH:13][C:12]=3[CH3:19])[C:6]2=[O:20])[CH2:3][CH2:2]1. Product: [CH:1]1([CH2:4][CH:5]2[CH2:9][C:8](=[O:10])[CH:7]([C:11]3[C:16]([CH3:17])=[CH:15][C:14]([CH3:18])=[CH:13][C:12]=3[CH3:19])[C:6]2=[O:20])[CH2:2][CH2:3]1. The catalyst class is: 19. (6) Reactant: C([C@@:4]1([C:26]2[CH:31]=[CH:30][CH:29]=[CH:28][CH:27]=2)[O:9][C:8](=[O:10])[N:7]([C@H](C2C=CC(C3C=NC(N)=CC=3)=CC=2)C)[CH2:6][CH2:5]1)C=C. Product: [C:26]1([CH:4]2[O:9][C:8](=[O:10])[NH:7][CH2:6][CH2:5]2)[CH:27]=[CH:28][CH:29]=[CH:30][CH:31]=1. The catalyst class is: 7.